This data is from Full USPTO retrosynthesis dataset with 1.9M reactions from patents (1976-2016). The task is: Predict the reactants needed to synthesize the given product. (1) Given the product [CH:1]([C:4]1[N:9]=[C:8]([O:10][CH3:11])[C:7]([C:12]2[N:17]=[C:16]3[C:18]([C:26]#[N:27])=[CH:19][N:20]([C@@H:21]([CH3:25])[CH2:22][O:23][CH3:24])[C:15]3=[CH:14][C:13]=2[CH3:29])=[CH:6][CH:5]=1)([CH3:3])[CH3:2], predict the reactants needed to synthesize it. The reactants are: [CH:1]([C:4]1[N:9]=[C:8]([O:10][CH3:11])[C:7]([C:12]2[N:17]=[C:16]3[C:18]([CH:26]=[N:27]O)=[CH:19][N:20]([C@@H:21]([CH3:25])[CH2:22][O:23][CH3:24])[C:15]3=[CH:14][C:13]=2[CH3:29])=[CH:6][CH:5]=1)([CH3:3])[CH3:2].CCN(CC)CC.CS(Cl)(=O)=O.O. (2) Given the product [Br:15][CH2:14][C:10]1[C:4]([C:5]([O:7][CH2:8][CH3:9])=[O:6])=[C:3]([O:2][CH3:1])[CH:13]=[CH:12][CH:11]=1, predict the reactants needed to synthesize it. The reactants are: [CH3:1][O:2][C:3]1[CH:13]=[CH:12][CH:11]=[C:10]([CH3:14])[C:4]=1[C:5]([O:7][CH2:8][CH3:9])=[O:6].[Br:15]N1C(=O)CCC1=O. (3) Given the product [ClH:39].[ClH:39].[OH:1][C:2]1[CH:24]=[CH:23][C:5]2[C:6](=[O:22])/[C:7](=[CH:9]/[C:10]3[C:18]4[C:13](=[CH:14][C:15]([N+:19]([O-:21])=[O:20])=[CH:16][CH:17]=4)[NH:12][CH:11]=3)/[O:8][C:4]=2[C:3]=1[CH2:25][N:26]1[CH2:31][CH2:30][NH:29][CH2:28][CH2:27]1, predict the reactants needed to synthesize it. The reactants are: [OH:1][C:2]1[CH:24]=[CH:23][C:5]2[C:6](=[O:22])/[C:7](=[CH:9]/[C:10]3[C:18]4[C:13](=[CH:14][C:15]([N+:19]([O-:21])=[O:20])=[CH:16][CH:17]=4)[NH:12][CH:11]=3)/[O:8][C:4]=2[C:3]=1[CH2:25][N:26]1[CH2:31][CH2:30][N:29](C(OC(C)(C)C)=O)[CH2:28][CH2:27]1.[ClH:39].